Dataset: Peptide-MHC class I binding affinity with 185,985 pairs from IEDB/IMGT. Task: Regression. Given a peptide amino acid sequence and an MHC pseudo amino acid sequence, predict their binding affinity value. This is MHC class I binding data. (1) The peptide sequence is APVLRDIDL. The MHC is HLA-B53:01 with pseudo-sequence HLA-B53:01. The binding affinity (normalized) is 0. (2) The peptide sequence is KRGVFVLGF. The MHC is Mamu-B08 with pseudo-sequence Mamu-B08. The binding affinity (normalized) is 0.841.